This data is from Forward reaction prediction with 1.9M reactions from USPTO patents (1976-2016). The task is: Predict the product of the given reaction. (1) The product is: [C:19]1([N:18]([C:25]2[CH:30]=[CH:29][CH:28]=[CH:27][CH:26]=2)[C:17]2[CH:31]=[CH:32][C:14]([B:37]3[O:41][C:40]([CH3:43])([CH3:42])[C:39]([CH3:45])([CH3:44])[O:38]3)=[CH:15][CH:16]=2)[CH:24]=[CH:23][CH:22]=[CH:21][CH:20]=1. Given the reactants C([Li])CCC.CC(C)=O.C(=O)=O.Br[C:14]1[CH:32]=[CH:31][C:17]([N:18]([C:25]2[CH:30]=[CH:29][CH:28]=[CH:27][CH:26]=2)[C:19]2[CH:24]=[CH:23][CH:22]=[CH:21][CH:20]=2)=[CH:16][CH:15]=1.C(O[B:37]1[O:41][C:40]([CH3:43])([CH3:42])[C:39]([CH3:45])([CH3:44])[O:38]1)(C)C, predict the reaction product. (2) Given the reactants [Cl:1][C:2]1[N:11]=[CH:10][C:9]2[NH:8][CH2:7][C@@H:6]3[CH2:12][O:13][CH2:14][CH2:15][N:5]3[C:4]=2[N:3]=1.CC(C)([O-])C.[Na+].[Br:22][C:23]1[CH:32]=[CH:31][C:26]([C:27]([O:29][CH3:30])=[O:28])=[C:25]([CH2:33]Br)[CH:24]=1, predict the reaction product. The product is: [Br:22][C:23]1[CH:32]=[CH:31][C:26]([C:27]([O:29][CH3:30])=[O:28])=[C:25]([CH2:33][N:8]2[CH2:7][C@@H:6]3[CH2:12][O:13][CH2:14][CH2:15][N:5]3[C:4]3[N:3]=[C:2]([Cl:1])[N:11]=[CH:10][C:9]2=3)[CH:24]=1.